Dataset: Forward reaction prediction with 1.9M reactions from USPTO patents (1976-2016). Task: Predict the product of the given reaction. Given the reactants [N:1]([CH:4]([C:6]1[N:7]=[C:8]2[S:16][CH:15]=[C:14]([CH3:17])[N:9]2[C:10](=[O:13])[C:11]=1Br)[CH3:5])=[N+:2]=[N-:3].[CH3:18][C:19]1[CH:24]=[CH:23][C:22](B(O)O)=[CH:21][CH:20]=1.C(=O)([O-])[O-].[Na+].[Na+].O, predict the reaction product. The product is: [N:1]([CH:4]([C:6]1[N:7]=[C:8]2[S:16][CH:15]=[C:14]([CH3:17])[N:9]2[C:10](=[O:13])[C:11]=1[C:22]1[CH:23]=[CH:24][C:19]([CH3:18])=[CH:20][CH:21]=1)[CH3:5])=[N+:2]=[N-:3].